From a dataset of Forward reaction prediction with 1.9M reactions from USPTO patents (1976-2016). Predict the product of the given reaction. Given the reactants [O:1]1CCO[CH:2]1[C:6]1[CH:21]=[CH:20][C:9]([O:10][C:11]2[N:12]=[CH:13][C:14]([C:17]([NH2:19])=[O:18])=[N:15][CH:16]=2)=[C:8]([F:22])[CH:7]=1, predict the reaction product. The product is: [F:22][C:8]1[CH:7]=[C:6]([CH:2]=[O:1])[CH:21]=[CH:20][C:9]=1[O:10][C:11]1[N:12]=[CH:13][C:14]([C:17]([NH2:19])=[O:18])=[N:15][CH:16]=1.